From a dataset of Reaction yield outcomes from USPTO patents with 853,638 reactions. Predict the reaction yield, written as a fraction of the theoretical maximum amount of product (1.0 means a 100% yield; for example, 0.34 means a 34% yield). (1) The reactants are [O:1]=[C:2]1[CH2:6][CH2:5][CH2:4][CH:3]1[C:7]([O:9][CH2:10][CH3:11])=[O:8].[Br:12]Br. The catalyst is C(Cl)(Cl)Cl. The product is [Br:12][CH:6]1[CH2:5][CH2:4][CH:3]([C:7]([O:9][CH2:10][CH3:11])=[O:8])[C:2]1=[O:1]. The yield is 0.860. (2) The reactants are [O:1]1[C:5]2=[CH:6][N:7]=[CH:8][CH:9]=[C:4]2[CH:3]=[C:2]1[C:10]([OH:12])=O.CCN=C=NCCCN(C)C.C1C=CC2N(O)N=NC=2C=1.CCN(C(C)C)C(C)C.[NH2:43][CH2:44][CH:45]1[C:47]2([CH2:52][CH2:51][N:50]([C:53]([O:55][C:56]([CH3:59])([CH3:58])[CH3:57])=[O:54])[CH2:49][CH2:48]2)[CH2:46]1. The catalyst is CN(C=O)C.C(OCC)(=O)C. The product is [O:1]1[C:5]2=[CH:6][N:7]=[CH:8][CH:9]=[C:4]2[CH:3]=[C:2]1[C:10]([NH:43][CH2:44][CH:45]1[C:47]2([CH2:48][CH2:49][N:50]([C:53]([O:55][C:56]([CH3:59])([CH3:58])[CH3:57])=[O:54])[CH2:51][CH2:52]2)[CH2:46]1)=[O:12]. The yield is 0.750. (3) The reactants are [Br:1][C:2]1[NH:6][C:5]([C@@H:7]2[CH2:11][C@H:10]([CH3:12])[CH2:9][N:8]2[C:13]([O:15]C(C)(C)C)=O)=[N:4][CH:3]=1.[CH3:20][O:21][C:22]([NH:24][C@@H:25]([C@@H:29]([CH3:32])[CH2:30][CH3:31])C(O)=O)=[O:23].CN(C(ON1N=NC2C=CC=NC1=2)=[N+](C)C)C.F[P-](F)(F)(F)(F)F.CCN(C(C)C)C(C)C.C([O-])(O)=O.[Na+]. The catalyst is Cl.CCO.CN(C=O)C. The product is [Br:1][C:2]1[NH:6][C:5]([C@@H:7]2[CH2:11][C@H:10]([CH3:12])[CH2:9][N:8]2[C:13](=[O:15])[C@@H:25]([NH:24][C:22](=[O:23])[O:21][CH3:20])[C@@H:29]([CH3:32])[CH2:30][CH3:31])=[N:4][CH:3]=1. The yield is 0.810. (4) The reactants are [H-].[Na+].[C:3]([O:7][CH2:8][CH3:9])(=[O:6])[CH2:4][OH:5].[Br:10][C:11]1[CH:12]=[C:13]([N+:18]([O-:20])=[O:19])[C:14](Cl)=[N:15][CH:16]=1.[H-].[Na+].C(OCC)(=O)CO. The catalyst is O1CCOCC1. The yield is 0.430. The product is [Br:10][C:11]1[CH:12]=[C:13]([N+:18]([O-:20])=[O:19])[C:14]([O:5][CH2:4][C:3]([O:7][CH2:8][CH3:9])=[O:6])=[N:15][CH:16]=1. (5) The reactants are [H-].[Na+].[F:3][C:4]1[C:9]([C:10]2[NH:14][CH:13]=[C:12]([CH2:15][N:16]([CH3:24])[C:17](=[O:23])[O:18][C:19]([CH3:22])([CH3:21])[CH3:20])[C:11]=2[F:25])=[CH:8][CH:7]=[CH:6][N:5]=1.C1OCCOCCOCCOCCOC1.Cl[S:42]([C:45]1[CH:49]=[CH:48][S:47][C:46]=1[C:50]([O:52][CH3:53])=[O:51])(=[O:44])=[O:43]. The catalyst is O1CCCC1. The product is [C:19]([O:18][C:17]([N:16]([CH2:15][C:12]1[C:11]([F:25])=[C:10]([C:9]2[C:4]([F:3])=[N:5][CH:6]=[CH:7][CH:8]=2)[N:14]([S:42]([C:45]2[CH:49]=[CH:48][S:47][C:46]=2[C:50]([O:52][CH3:53])=[O:51])(=[O:43])=[O:44])[CH:13]=1)[CH3:24])=[O:23])([CH3:21])([CH3:22])[CH3:20]. The yield is 0.970. (6) The reactants are [NH2:1][C:2]1[C:3]2[N:4]([C:8]([C@H:12]3[CH2:17][N:16]([C:18]([O:20][CH2:21][C:22]4[CH:27]=[CH:26][CH:25]=[CH:24][CH:23]=4)=[O:19])[C@H:15]([CH2:28][O:29][CH3:30])[CH2:14][CH2:13]3)=[N:9][C:10]=2Br)[CH:5]=[CH:6][N:7]=1.CC1(C)C(C)(C)OB([C:39]2[CH:57]=[CH:56][C:42]([C:43]([NH:45][C:46]3[CH:51]=[C:50]([C:52]([F:55])([F:54])[F:53])[CH:49]=[CH:48][N:47]=3)=[O:44])=[CH:41][CH:40]=2)O1.C([O-])([O-])=O.[K+].[K+]. The catalyst is O1CCOCC1.O.C1C=CC(P(C2C=CC=CC=2)[C-]2C=CC=C2)=CC=1.C1C=CC(P(C2C=CC=CC=2)[C-]2C=CC=C2)=CC=1.Cl[Pd]Cl.[Fe+2]. The product is [NH2:1][C:2]1[C:3]2[N:4]([C:8]([C@H:12]3[CH2:17][N:16]([C:18]([O:20][CH2:21][C:22]4[CH:27]=[CH:26][CH:25]=[CH:24][CH:23]=4)=[O:19])[C@H:15]([CH2:28][O:29][CH3:30])[CH2:14][CH2:13]3)=[N:9][C:10]=2[C:39]2[CH:57]=[CH:56][C:42]([C:43](=[O:44])[NH:45][C:46]3[CH:51]=[C:50]([C:52]([F:53])([F:54])[F:55])[CH:49]=[CH:48][N:47]=3)=[CH:41][CH:40]=2)[CH:5]=[CH:6][N:7]=1. The yield is 0.720. (7) The reactants are [CH3:1][N:2]([CH3:16])[S:3]([C:6]1[CH:7]=[C:8]([CH:11]=[CH:12][C:13]=1[O:14][CH3:15])[CH:9]=[O:10])(=[O:5])=[O:4].[BH4-].[Na+]. The catalyst is C1COCC1. The product is [CH3:1][N:2]([CH3:16])[S:3]([C:6]1[CH:7]=[C:8]([CH:11]=[CH:12][C:13]=1[O:14][CH3:15])[CH2:9][OH:10])(=[O:4])=[O:5]. The yield is 0.590. (8) The reactants are [C:1]([NH:4][C:5]1[CH:6]=[CH:7][CH:8]=[C:9]2[C:13]=1[C:12](=[O:14])[N:11]([CH:15]([C:20]1[CH:25]=[CH:24][C:23]([O:26][CH:27]([F:29])[F:28])=[C:22]([O:30][CH2:31][CH3:32])[CH:21]=1)[CH2:16][C:17]([OH:19])=O)[CH2:10]2)(=[O:3])[CH3:2].C1N=C[N:35](C(N2C=NC=C2)=O)C=1.[NH4+].[OH-]. The catalyst is C1COCC1. The product is [C:1]([NH:4][C:5]1[CH:6]=[CH:7][CH:8]=[C:9]2[C:13]=1[C:12](=[O:14])[N:11]([CH:15]([C:20]1[CH:25]=[CH:24][C:23]([O:26][CH:27]([F:29])[F:28])=[C:22]([O:30][CH2:31][CH3:32])[CH:21]=1)[CH2:16][C:17]([NH2:35])=[O:19])[CH2:10]2)(=[O:3])[CH3:2]. The yield is 0.720.